This data is from Forward reaction prediction with 1.9M reactions from USPTO patents (1976-2016). The task is: Predict the product of the given reaction. (1) The product is: [CH3:16][C:15]1([CH3:17])[O:18][CH2:7][C:2]([CH3:12])([CH2:3][OH:28])[CH2:13][O:14]1. Given the reactants O.[C:2]1([CH3:12])[CH:7]=CC(S(O)(=O)=O)=C[CH:3]=1.[CH3:13][O:14][C:15]([O:18]C)([CH3:17])[CH3:16].O.C1(C)C(S(O)(=O)=[O:28])=CC=CC=1, predict the reaction product. (2) Given the reactants [NH:1]1[C:9]2[C:4](=[CH:5][CH:6]=[C:7]([C:10]([OH:12])=[O:11])[CH:8]=2)[CH:3]=[CH:2]1.S(=O)(=O)(O)O.[CH3:18]O, predict the reaction product. The product is: [CH3:18][O:11][C:10]([C:7]1[CH:8]=[C:9]2[C:4]([CH:3]=[CH:2][NH:1]2)=[CH:5][CH:6]=1)=[O:12]. (3) Given the reactants [Cl:1][C:2]1[CH:3]=[CH:4][CH:5]=[C:6]2[C:10]=1[C:9](=[O:11])[N:8]([C:12]1[CH:13]=[C:14]([CH:32]=[CH:33][CH:34]=1)[C:15]([NH:17][CH2:18]CC1CCN(C3C=CN=CC=3)CC1)=[O:16])[CH2:7]2.[N:35]1[C:44]2[NH:43][CH2:42][CH2:41][CH2:40][C:39]=2[CH:38]=[CH:37][C:36]=1[CH2:45][CH2:46]CN.ClC1C=CC=C2C=1C(=O)N(C1C=C(C=CC=1)C(O)=O)C2, predict the reaction product. The product is: [Cl:1][C:2]1[CH:3]=[CH:4][CH:5]=[C:6]2[C:10]=1[C:9](=[O:11])[N:8]([C:12]1[CH:13]=[C:14]([CH:32]=[CH:33][CH:34]=1)[C:15]([NH:17][CH2:18][CH2:46][CH2:45][C:36]1[CH:37]=[CH:38][C:39]3[CH2:40][CH2:41][CH2:42][NH:43][C:44]=3[N:35]=1)=[O:16])[CH2:7]2. (4) Given the reactants [Cl:1][C:2]1[CH:3]=[C:4]2[C:9](=[CH:10][CH:11]=1)[O:8][CH2:7][CH2:6][CH:5]2[NH:12][C:13]1[CH:18]=[C:17](F)[CH:16]=[CH:15][C:14]=1[S:20]([CH3:23])(=[O:22])=[O:21].[NH:24]1[CH2:29][CH2:28][NH:27][CH2:26][CH2:25]1.C(N(CC)C(C)C)(C)C, predict the reaction product. The product is: [Cl:1][C:2]1[CH:3]=[C:4]2[C:9](=[CH:10][CH:11]=1)[O:8][CH2:7][CH2:6][CH:5]2[NH:12][C:13]1[CH:18]=[C:17]([N:24]2[CH2:29][CH2:28][NH:27][CH2:26][CH2:25]2)[CH:16]=[CH:15][C:14]=1[S:20]([CH3:23])(=[O:22])=[O:21]. (5) Given the reactants C(=O)([O-])[O-].[Na+].[Na+].[CH3:7][C:8]1[CH:13]=[CH:12][C:11]([S:14]([O:17][C@H:18]2[CH2:22][NH:21][C@@H:20]3[C@@H:23]([OH:26])[CH2:24][O:25][C@H:19]23)(=[O:16])=[O:15])=[CH:10][CH:9]=1.[C:27](O[C:27]([O:29][C:30]([CH3:33])([CH3:32])[CH3:31])=[O:28])([O:29][C:30]([CH3:33])([CH3:32])[CH3:31])=[O:28], predict the reaction product. The product is: [OH:26][C@@H:23]1[C@H:20]2[N:21]([C:27]([O:29][C:30]([CH3:33])([CH3:32])[CH3:31])=[O:28])[CH2:22][C@H:18]([O:17][S:14]([C:11]3[CH:12]=[CH:13][C:8]([CH3:7])=[CH:9][CH:10]=3)(=[O:16])=[O:15])[C@H:19]2[O:25][CH2:24]1. (6) Given the reactants [NH2:1][CH2:2][CH2:3][C:4]([C:6]1[CH:20]=[CH:19][C:9]2[N:10]=[C:11]([NH:13][C:14]([NH:16][CH2:17][CH3:18])=[O:15])[S:12][C:8]=2[CH:7]=1)=[O:5].C(N(CC)CC)C.[C:28](Cl)(=[O:35])[C:29]1[CH:34]=[CH:33][CH:32]=[CH:31][CH:30]=1, predict the reaction product. The product is: [CH2:17]([NH:16][C:14]([NH:13][C:11]1[S:12][C:8]2[CH:7]=[C:6]([C:4](=[O:5])[CH2:3][CH2:2][NH:1][C:28](=[O:35])[C:29]3[CH:34]=[CH:33][CH:32]=[CH:31][CH:30]=3)[CH:20]=[CH:19][C:9]=2[N:10]=1)=[O:15])[CH3:18]. (7) The product is: [F:36][C:7]1[CH:8]=[C:9]2[C:14](=[C:5]([C:3]([OH:4])=[O:2])[CH:6]=1)[NH:13][CH:12]([C:15]1[CH:20]=[CH:19][CH:18]=[C:17]([N:21]3[CH2:22][CH2:23][N:24]([C:27]4[CH:32]=[CH:31][CH:30]=[CH:29][C:28]=4[CH3:33])[CH2:25][CH2:26]3)[CH:16]=1)[CH2:11][C:10]2([CH3:35])[CH3:34]. Given the reactants C[O:2][C:3]([C:5]1[CH:6]=[C:7]([F:36])[CH:8]=[C:9]2[C:14]=1[NH:13][CH:12]([C:15]1[CH:20]=[CH:19][CH:18]=[C:17]([N:21]3[CH2:26][CH2:25][N:24]([C:27]4[CH:32]=[CH:31][CH:30]=[CH:29][C:28]=4[CH3:33])[CH2:23][CH2:22]3)[CH:16]=1)[CH2:11][C:10]2([CH3:35])[CH3:34])=[O:4].Cl, predict the reaction product. (8) The product is: [F:68][CH:69]1[CH2:74][CH2:73][N:72]([CH2:75][CH2:76][NH:77][C:30]([C:26]2[C:25]([CH3:33])=[C:24](/[CH:23]=[C:16]3\[C:17](=[O:22])[NH:18][C:19]4[C:15]\3=[CH:14][C:13]([S:10]([CH2:9][C:3]3[C:2]([Cl:1])=[CH:7][CH:6]=[CH:5][C:4]=3[Cl:8])(=[O:11])=[O:12])=[CH:21][CH:20]=4)[NH:28][C:27]=2[CH3:29])=[O:31])[CH2:71][CH2:70]1. Given the reactants [Cl:1][C:2]1[CH:7]=[CH:6][CH:5]=[C:4]([Cl:8])[C:3]=1[CH2:9][S:10]([C:13]1[CH:14]=[C:15]2[C:19](=[CH:20][CH:21]=1)[NH:18][C:17](=[O:22])/[C:16]/2=[CH:23]\[C:24]1[NH:28][C:27]([CH3:29])=[C:26]([C:30](O)=[O:31])[C:25]=1[CH3:33])(=[O:12])=[O:11].C(N(CC)CC)C.CN([P+](ON1N=NC2C=CC=CC1=2)(N(C)C)N(C)C)C.F[P-](F)(F)(F)(F)F.[F:68][CH:69]1[CH2:74][CH2:73][N:72]([CH2:75][CH2:76][NH2:77])[CH2:71][CH2:70]1, predict the reaction product.